From a dataset of Full USPTO retrosynthesis dataset with 1.9M reactions from patents (1976-2016). Predict the reactants needed to synthesize the given product. (1) The reactants are: Br[CH2:2][CH2:3][C@@:4]([CH3:14])([S:10]([CH3:13])(=[O:12])=[O:11])[C:5]([O:7][CH2:8][CH3:9])=[O:6].[N-:15]=[N+:16]=[N-:17].[Na+]. Given the product [N:15]([CH2:2][CH2:3][C@@:4]([CH3:14])([S:10]([CH3:13])(=[O:12])=[O:11])[C:5]([O:7][CH2:8][CH3:9])=[O:6])=[N+:16]=[N-:17], predict the reactants needed to synthesize it. (2) Given the product [C:48]([OH:54])([C:50]([F:53])([F:52])[F:51])=[O:49].[CH3:1][OH:2], predict the reactants needed to synthesize it. The reactants are: [C:1](CCC(NC[C@]12CC[C@@H](C(C)=C)[C@@H]1[C@@H]1[C@@](C)(CC2)[C@@]2(C)[C@@H]([C@]3(C)[C@@H](CC2)C(C)(C)C(C2C=CC(C(O)=O)=CC=2)=CC3)CC1)=O)(O)=[O:2].[C:48]([OH:54])([C:50]([F:53])([F:52])[F:51])=[O:49]. (3) Given the product [Br:20][C:2]1[CH:11]=[C:10]([CH:9]=[CH:8][C:3]=1[C:4]([O:6][CH3:7])=[O:5])[C:12]([OH:13])=[O:21], predict the reactants needed to synthesize it. The reactants are: Br[C:2]1[CH:11]=[C:10]([CH3:12])[CH:9]=[CH:8][C:3]=1[C:4]([O:6][CH3:7])=[O:5].[OH:13]OS([O-])=O.[K+].[K+].[Br-:20].[OH2:21]. (4) Given the product [NH2:29][CH2:22][CH2:2][CH2:3][NH:4][C:5]([C:7]1[S:8][CH:9]=[CH:10][C:11]=1[NH:12][C:13]1[CH:18]=[CH:17][N:16]=[C:15]2[NH:19][CH:20]=[CH:21][C:14]=12)=[O:6], predict the reactants needed to synthesize it. The reactants are: N[CH2:2][CH2:3][NH:4][C:5]([C:7]1[S:8][CH:9]=[CH:10][C:11]=1[NH:12][C:13]1[CH:18]=[CH:17][N:16]=[C:15]2[NH:19][CH:20]=[CH:21][C:14]=12)=[O:6].[C:22]([NH:29]CCCN)(OC(C)(C)C)=O. (5) Given the product [Br:2][C:3]1[CH:18]=[N:17][C:6]2[NH:7][C:8](=[O:16])[CH2:9][N:10]([CH2:12][C:13]([N:32]3[CH2:33][CH2:34][N:29]([CH3:28])[CH2:30][CH2:31]3)=[O:15])[CH2:11][C:5]=2[CH:4]=1, predict the reactants needed to synthesize it. The reactants are: Cl.[Br:2][C:3]1[CH:18]=[N:17][C:6]2[NH:7][C:8](=[O:16])[CH2:9][N:10]([CH2:12][C:13]([OH:15])=O)[CH2:11][C:5]=2[CH:4]=1.C(N(C(C)C)C(C)C)C.[CH3:28][N:29]1[CH2:34][CH2:33][NH:32][CH2:31][CH2:30]1.C1C=CC2N(O)N=NC=2C=1.C(Cl)CCl. (6) Given the product [CH3:17][C:18]1([CH3:22])[C@@H:4]2[CH2:3][C@H:8]1[CH2:7][CH2:6][C@H:5]2[CH2:9][N:12]1[CH:16]=[CH:15][CH:14]=[N:13]1, predict the reactants needed to synthesize it. The reactants are: CN(C)[C:3]1[CH:4]=[C:5]([CH2:9]O)[CH:6]=[CH:7][CH:8]=1.[NH:12]1[CH:16]=[CH:15][CH:14]=[N:13]1.[CH3:17][C:18]1(C)[C:22](C)(C)OB(C2C=NNC=2)O1. (7) The reactants are: C(OC(=O)C=C[C:7]1[CH:12]=[CH:11][C:10]([C:13]#[C:14][C:15]2[CH:24]=[C:23]([CH:25]3[CH2:27][CH2:26]3)[C:22]3[CH:21]([N:28]([CH:30]4[CH2:32][CH2:31]4)[CH3:29])[CH2:20][CH2:19][C:18]([CH3:34])([CH3:33])[C:17]=3[CH:16]=2)=[CH:9][CH:8]=1)C.[CH3:36][O:37][C:38](=[O:67])[C:39](C1C=CC(C#CC2C=C(C3CC3)C3OC4(CC4)CC(C)(C)C=3C=2)=CC=1)([CH3:41])[CH3:40].C(N(CC)CC)C.C(OCC)(=O)C. Given the product [CH3:36][O:37][C:38](=[O:67])[C:39]([C:7]1[CH:8]=[CH:9][C:10]([C:13]#[C:14][C:15]2[CH:24]=[C:23]([CH:25]3[CH2:27][CH2:26]3)[C:22]3[CH:21]([N:28]([CH:30]4[CH2:31][CH2:32]4)[CH3:29])[CH2:20][CH2:19][C:18]([CH3:34])([CH3:33])[C:17]=3[CH:16]=2)=[CH:11][CH:12]=1)([CH3:41])[CH3:40], predict the reactants needed to synthesize it. (8) Given the product [C:27]([NH:1][C:2]1[CH:3]=[C:4]([CH:11]=[C:12]([S:14]([F:19])([F:15])([F:16])([F:17])[F:18])[CH:13]=1)[C:5]([N:7]([O:9][CH3:10])[CH3:8])=[O:6])(=[O:29])[CH3:28], predict the reactants needed to synthesize it. The reactants are: [NH2:1][C:2]1[CH:3]=[C:4]([CH:11]=[C:12]([S:14]([F:19])([F:18])([F:17])([F:16])[F:15])[CH:13]=1)[C:5]([N:7]([O:9][CH3:10])[CH3:8])=[O:6].C(N(CC)CC)C.[C:27](OC(=O)C)(=[O:29])[CH3:28].C(=O)([O-])O.[Na+]. (9) The reactants are: [Br:1]N1C(=O)CCC1=O.[C:9]1([CH:15]2[CH2:20][CH2:19][CH2:18][NH:17][CH2:16]2)[CH:14]=[CH:13][CH:12]=[CH:11][CH:10]=1.C(=O)([O-])[O-].[K+].[K+]. Given the product [Br:1][C:12]1[CH:13]=[CH:14][C:9]([CH:15]2[CH2:20][CH2:19][CH2:18][NH:17][CH2:16]2)=[CH:10][CH:11]=1, predict the reactants needed to synthesize it. (10) Given the product [CH2:14]([O:16][CH2:17][CH2:1][S:2][C:3]1[C:4]([C:8]2[CH:9]=[N:10][CH:11]=[CH:12][CH:13]=2)=[N:5][NH:6][CH:7]=1)[CH3:15], predict the reactants needed to synthesize it. The reactants are: [CH3:1][S:2][C:3]1[C:4]([C:8]2[CH:9]=[N:10][CH:11]=[CH:12][CH:13]=2)=[N:5][NH:6][CH:7]=1.[CH2:14]([O:16][CH2:17]CSS[CH2:15][CH2:14][O:16][CH2:17]C)[CH3:15].IC1C(C2C=NC=CC=2)=NNC=1.